This data is from Full USPTO retrosynthesis dataset with 1.9M reactions from patents (1976-2016). The task is: Predict the reactants needed to synthesize the given product. (1) The reactants are: Br[CH:2]([CH3:14])[C:3]([NH:5][C:6]1[CH:11]=[CH:10][CH:9]=[C:8]([Br:12])[C:7]=1[OH:13])=[O:4].C(=O)([O-])[O-].[K+].[K+]. Given the product [Br:12][C:8]1[C:7]2[O:13][CH:2]([CH3:14])[C:3](=[O:4])[NH:5][C:6]=2[CH:11]=[CH:10][CH:9]=1, predict the reactants needed to synthesize it. (2) Given the product [O:40]1[C:36]([CH2:35][N:15]2[CH2:16][CH2:17][CH:12]([CH2:11][C:10]3[N:2]([CH3:1])[C:3]4[C:8]([N:9]=3)=[C:7]([N:18]3[CH2:19][CH2:20][O:21][CH2:22][CH2:23]3)[N:6]=[C:5]([N:24]3[C:28]5[CH:29]=[CH:30][CH:31]=[CH:32][C:27]=5[N:26]=[C:25]3[CH3:33])[N:4]=4)[CH2:13][CH2:14]2)=[CH:37][CH:38]=[N:39]1, predict the reactants needed to synthesize it. The reactants are: [CH3:1][N:2]1[C:10]([CH2:11][CH:12]2[CH2:17][CH2:16][NH:15][CH2:14][CH2:13]2)=[N:9][C:8]2[C:3]1=[N:4][C:5]([N:24]1[C:28]3[CH:29]=[CH:30][CH:31]=[CH:32][C:27]=3[N:26]=[C:25]1[CH3:33])=[N:6][C:7]=2[N:18]1[CH2:23][CH2:22][O:21][CH2:20][CH2:19]1.Br[CH2:35][C:36]1[O:40][N:39]=[CH:38][CH:37]=1. (3) Given the product [Br:1][C:2]1[CH:3]=[N:4][CH:5]=[C:6]2[N:10]([CH2:11][C:12]3[CH:17]=[C:16]([Cl:18])[CH:15]=[CH:14][C:13]=3[O:19][CH2:20][C:21]3[CH:26]=[CH:25][C:24]([Cl:27])=[CH:23][C:22]=3[F:28])[CH2:9][CH2:8][C:7]=12, predict the reactants needed to synthesize it. The reactants are: [Br:1][C:2]1[CH:3]=[N:4][CH:5]=[C:6](F)[C:7]=1[CH2:8][CH2:9][NH:10][CH2:11][C:12]1[CH:17]=[C:16]([Cl:18])[CH:15]=[CH:14][C:13]=1[O:19][CH2:20][C:21]1[CH:26]=[CH:25][C:24]([Cl:27])=[CH:23][C:22]=1[F:28].C([O-])([O-])=O.[K+].[K+]. (4) Given the product [CH:1]1([O:5][C:6]2[N:7]([C:16]3[CH:17]=[CH:18][C:19]([O:22][CH2:23][C:24]([F:25])([F:26])[F:27])=[CH:20][CH:21]=3)[C:8](=[O:15])[C:9]3[CH2:14][C:13](=[O:30])[NH:12][C:10]=3[N:11]=2)[CH2:2][CH2:3][CH2:4]1, predict the reactants needed to synthesize it. The reactants are: [CH:1]1([O:5][C:6]2[N:7]([C:16]3[CH:21]=[CH:20][C:19]([O:22][CH2:23][C:24]([F:27])([F:26])[F:25])=[CH:18][CH:17]=3)[C:8](=[O:15])[C:9]3[CH:14]=[CH:13][NH:12][C:10]=3[N:11]=2)[CH2:4][CH2:3][CH2:2]1.C(O)(=[O:30])C.C(O)(=O)C.I(C1C=CC=CC=1)=O. (5) Given the product [NH2:34][C@H:35]([CH2:39][CH2:40][C:41]([NH:43][CH:44]([CH2:45][S:46][CH:23]([CH2:24][N:25]([CH3:27])[CH3:26])[CH2:22][C:21]([NH:20][C:17]1[CH:18]=[C:19]2[C:14](=[CH:15][C:16]=1[O:29][CH2:30][CH3:31])[N:13]=[CH:12][C:11]([C:32]#[N:33])=[C:10]2[NH:9][C:4]1[CH:5]=[CH:6][C:7]([F:8])=[C:2]([Cl:1])[CH:3]=1)=[O:28])[C:47]([NH:49][CH2:50][C:51]([OH:53])=[O:52])=[O:48])=[O:42])[C:36]([OH:38])=[O:37], predict the reactants needed to synthesize it. The reactants are: [Cl:1][C:2]1[CH:3]=[C:4]([NH:9][C:10]2[C:19]3[C:14](=[CH:15][C:16]([O:29][CH2:30][CH3:31])=[C:17]([NH:20][C:21](=[O:28])[CH:22]=[CH:23][CH2:24][N:25]([CH3:27])[CH3:26])[CH:18]=3)[N:13]=[CH:12][C:11]=2[C:32]#[N:33])[CH:5]=[CH:6][C:7]=1[F:8].[NH2:34][C@@H:35]([CH2:39][CH2:40][C:41]([NH:43][C@H:44]([C:47]([NH:49][CH2:50][C:51]([OH:53])=[O:52])=[O:48])[CH2:45][SH:46])=[O:42])[C:36]([OH:38])=[O:37].C(N(CC)CC)C.CO. (6) Given the product [Br:1][C:2]1[CH:14]=[C:13]2[C:5]([C:6]3[CH2:7][CH:8]([C:15]([O:17][CH2:18][CH3:19])=[O:16])[CH2:9][CH2:10][C:11]=3[NH:12]2)=[C:4]([C:20](=[O:22])[NH:33][CH3:31])[CH:3]=1, predict the reactants needed to synthesize it. The reactants are: [Br:1][C:2]1[CH:3]=[C:4]([C:20]([OH:22])=O)[C:5]2[C:6]3[CH2:7][CH:8]([C:15]([O:17][CH2:18][CH3:19])=[O:16])[CH2:9][CH2:10][C:11]=3[NH:12][C:13]=2[CH:14]=1.C(Cl)CCl.C1C=CC2N(O)N=[N:33][C:31]=2C=1.CN.CCN(C(C)C)C(C)C. (7) Given the product [OH:3][C:4]1[CH:5]=[C:6]2[C:11](=[CH:12][CH:13]=1)[CH:10]=[C:9]([C:14](=[O:16])[CH3:15])[CH:8]=[CH:7]2, predict the reactants needed to synthesize it. The reactants are: Cl.C[O:3][C:4]1[CH:5]=[C:6]2[C:11](=[CH:12][CH:13]=1)[CH:10]=[C:9]([C:14](=[O:16])[CH3:15])[CH:8]=[CH:7]2. (8) Given the product [Cl:15][C:16]1[CH:21]=[CH:20][N:19]=[C:18]([C:22]([NH:4][CH:1]([CH3:3])[CH3:2])=[O:23])[CH:17]=1, predict the reactants needed to synthesize it. The reactants are: [CH:1]([NH2:4])([CH3:3])[CH3:2].CCN(C(C)C)C(C)C.Cl.[Cl:15][C:16]1[CH:21]=[CH:20][N:19]=[C:18]([C:22](Cl)=[O:23])[CH:17]=1. (9) Given the product [NH2:1][C:2]1[C:3]([C:9]([O:11][CH3:12])=[O:10])=[N:4][C:5]([C:24]2[C:25]3[C:20](=[CH:19][CH:18]=[CH:17][CH:16]=3)[CH:21]=[CH:22][CH:23]=2)=[CH:6][N:7]=1, predict the reactants needed to synthesize it. The reactants are: [NH2:1][C:2]1[C:3]([C:9]([O:11][CH3:12])=[O:10])=[N:4][C:5](Br)=[CH:6][N:7]=1.ClCCl.[C:16]1(B(O)O)[C:25]2[C:20](=[CH:21][CH:22]=[CH:23][CH:24]=2)[CH:19]=[CH:18][CH:17]=1.C(N(CC)CC)C. (10) Given the product [Br:1][C:2]1[CH:3]=[C:4]([S:8][CH2:12][CH2:13][CH2:14][C:15]([O:17][CH2:18][CH3:19])=[O:16])[CH:5]=[CH:6][CH:7]=1, predict the reactants needed to synthesize it. The reactants are: [Br:1][C:2]1[CH:3]=[C:4]([SH:8])[CH:5]=[CH:6][CH:7]=1.[H-].[Na+].Br[CH2:12][CH2:13][CH2:14][C:15]([O:17][CH2:18][CH3:19])=[O:16].